Dataset: Full USPTO retrosynthesis dataset with 1.9M reactions from patents (1976-2016). Task: Predict the reactants needed to synthesize the given product. The reactants are: [N:1]1[CH:6]=[CH:5][CH:4]=[CH:3][C:2]=1[O:7][C:8]1[CH:16]=[CH:15][C:11]([C:12]([OH:14])=O)=[CH:10][CH:9]=1.[NH:17]1[CH2:20][CH:19]([N:21]2[CH2:26][CH2:25][N:24]([C:27]([C:29]3[S:30][CH:31]=[CH:32][N:33]=3)=[O:28])[CH2:23][CH2:22]2)[CH2:18]1.CN(C(ON1N=NC2C=CC=NC1=2)=[N+](C)C)C.F[P-](F)(F)(F)(F)F.CCN(CC)CC. Given the product [N:1]1[CH:6]=[CH:5][CH:4]=[CH:3][C:2]=1[O:7][C:8]1[CH:9]=[CH:10][C:11]([C:12]([N:17]2[CH2:18][CH:19]([N:21]3[CH2:22][CH2:23][N:24]([C:27]([C:29]4[S:30][CH:31]=[CH:32][N:33]=4)=[O:28])[CH2:25][CH2:26]3)[CH2:20]2)=[O:14])=[CH:15][CH:16]=1, predict the reactants needed to synthesize it.